From a dataset of Forward reaction prediction with 1.9M reactions from USPTO patents (1976-2016). Predict the product of the given reaction. (1) The product is: [ClH:19].[CH3:17][C:10]1[C:11]([CH2:13][CH:14]([CH3:16])[CH3:15])=[CH:12][C:7]([C:6]([OH:18])=[O:5])=[CH:8][N:9]=1. Given the reactants C([O:5][C:6](=[O:18])[C:7]1[CH:12]=[C:11]([CH2:13][CH:14]([CH3:16])[CH3:15])[C:10]([CH3:17])=[N:9][CH:8]=1)(C)(C)C.[ClH:19], predict the reaction product. (2) Given the reactants [F:1][C:2]1[C:7]([F:8])=[CH:6][CH:5]=[CH:4][C:3]=1[C@H:9]1[CH2:19][CH2:18][C@H:17]([OH:20])[C:12]2=[N:13][CH:14]=[CH:15][CH:16]=[C:11]2[CH2:10]1.FC1C(F)=CC=CC=1[C@H]1CC[C@@H](O)C2=NC=CC=C2C1, predict the reaction product. The product is: [F:1][C:2]1[C:7]([F:8])=[CH:6][CH:5]=[CH:4][C:3]=1[C:9]1=[CH:10][C:11]2[C:12]([CH:17]([OH:20])[CH2:18][CH2:19]1)=[N:13][CH:14]=[CH:15][CH:16]=2. (3) Given the reactants [C:1]1([CH3:13])[CH:6]=[C:5]([CH3:7])[CH:4]=[C:3]([CH3:8])[C:2]=1S(Cl)(=O)=O.CCN(CC)CC.[N:21]1[CH:26]=[CH:25][CH:24]=[CH:23][C:22]=1[O:27][CH2:28][CH:29]([OH:32])[CH2:30][OH:31].O, predict the reaction product. The product is: [C:1]1([CH3:13])[CH:6]=[C:5]([CH3:7])[CH:4]=[C:3]([CH3:8])[C:2]=1[O:31][CH2:30][CH:29]([OH:32])[CH2:28][O:27][C:22]1[CH:23]=[CH:24][CH:25]=[CH:26][N:21]=1.